Task: Predict the reactants needed to synthesize the given product.. Dataset: Full USPTO retrosynthesis dataset with 1.9M reactions from patents (1976-2016) (1) Given the product [OH:6][CH2:7][CH2:8][C:9]1[C:14]([O:15][CH3:16])=[CH:13][C:12]([C:17]2[N:22]=[C:21]([NH:23][C:24](=[O:29])[C:25]([CH3:26])([CH3:28])[CH3:27])[CH:20]=[CH:19][CH:18]=2)=[C:11]([O:30][CH3:31])[CH:10]=1, predict the reactants needed to synthesize it. The reactants are: C([Si](C)(C)[O:6][CH2:7][CH2:8][C:9]1[C:14]([O:15][CH3:16])=[CH:13][C:12]([C:17]2[N:22]=[C:21]([NH:23][C:24](=[O:29])[C:25]([CH3:28])([CH3:27])[CH3:26])[CH:20]=[CH:19][CH:18]=2)=[C:11]([O:30][CH3:31])[CH:10]=1)(C)(C)C.CCCC[N+](CCCC)(CCCC)CCCC.[F-]. (2) Given the product [Cl:19][C:20]1[CH:21]=[CH:22][C:23]([N+:29]([O-:31])=[O:30])=[C:24]([CH:28]=1)[C:25]([NH:14][C:11]1[NH:12][N:13]=[C:9]([C:5]2[CH:6]=[CH:7][CH:8]=[C:3]([C:2]([F:15])([F:1])[F:16])[CH:4]=2)[N:10]=1)=[O:26], predict the reactants needed to synthesize it. The reactants are: [F:1][C:2]([F:16])([F:15])[C:3]1[CH:4]=[C:5]([C:9]2[N:10]=[C:11]([NH2:14])[NH:12][N:13]=2)[CH:6]=[CH:7][CH:8]=1.[H-].[Na+].[Cl:19][C:20]1[CH:21]=[CH:22][C:23]([N+:29]([O-:31])=[O:30])=[C:24]([CH:28]=1)[C:25](Cl)=[O:26]. (3) Given the product [Br:8][C:4]1[C:3]([CH3:9])=[C:2]([CH:7]=[O:12])[CH:20]=[N:21][CH:5]=1, predict the reactants needed to synthesize it. The reactants are: Br[C:2]1[CH:7]=C[CH:5]=[C:4]([Br:8])[C:3]=1[CH3:9].CC[O:12]CC.[Li]CCCC.[CH3:20][N:21](C=O)C.